Dataset: Catalyst prediction with 721,799 reactions and 888 catalyst types from USPTO. Task: Predict which catalyst facilitates the given reaction. (1) Reactant: [Cl:1][C:2]1[CH:7]=[C:6]([S:8]([C:11]2[S:15][C:14]([CH2:16][N:17](C)[C:18](=O)OC(C)(C)C)=[N:13][C:12]=2[C:26]2[C:27]([F:32])=[N:28][CH:29]=[CH:30][CH:31]=2)(=[O:10])=[O:9])[CH:5]=[CH:4][N:3]=1.C(OCC)(=O)C.C(OCC)(=O)C.Cl. Product: [ClH:1].[Cl:1][C:2]1[CH:7]=[C:6]([S:8]([C:11]2[S:15][C:14]([CH2:16][NH:17][CH3:18])=[N:13][C:12]=2[C:26]2[C:27]([F:32])=[N:28][CH:29]=[CH:30][CH:31]=2)(=[O:9])=[O:10])[CH:5]=[CH:4][N:3]=1. The catalyst class is: 41. (2) Reactant: CS(O[CH2:6][CH:7]([CH2:12][N:13]1[CH2:18][CH2:17][O:16][CH:15]([C:19]2[CH:24]=[CH:23][CH:22]=[C:21]([C:25]([F:28])([F:27])[F:26])[CH:20]=2)[CH2:14]1)[C:8]([F:11])([F:10])[F:9])(=O)=O.[C-]#N.[Na+].[CH3:32][N:33](C=O)C. Product: [F:9][C:8]([F:11])([F:10])[CH:7]([CH2:12][N:13]1[CH2:18][CH2:17][O:16][CH:15]([C:19]2[CH:24]=[CH:23][CH:22]=[C:21]([C:25]([F:28])([F:27])[F:26])[CH:20]=2)[CH2:14]1)[CH2:6][C:32]#[N:33]. The catalyst class is: 28. (3) Reactant: [Cl:1][C:2]1[N:3]=[C:4]2[CH:12]=[C:11]([Cl:13])[C:10]([Cl:14])=[N:9][C:5]2=[N:6][C:7]=1Cl.[NH:15]1[CH2:18][CH:17]([N:19]([CH3:27])[C:20](=[O:26])[O:21][C:22]([CH3:25])([CH3:24])[CH3:23])[CH2:16]1.[NH4+].[Cl-]. Product: [CH3:27][N:19]([CH:17]1[CH2:16][N:15]([C:7]2[N:6]=[C:5]3[N:9]=[C:10]([Cl:14])[C:11]([Cl:13])=[CH:12][C:4]3=[N:3][C:2]=2[Cl:1])[CH2:18]1)[C:20](=[O:26])[O:21][C:22]([CH3:25])([CH3:23])[CH3:24]. The catalyst class is: 2. (4) Reactant: O[C@H:2]([CH2:8][C:9]1[CH:18]=[CH:17][C:16]2[C:11](=[CH:12][CH:13]=[CH:14][CH:15]=2)[CH:10]=1)[CH2:3][C:4]([O:6][CH3:7])=[O:5].CS([Cl:23])(=O)=O.C([N:26](CC)CC)C. Product: [ClH:23].[NH2:26][C@@H:2]([CH2:8][C:9]1[CH:18]=[CH:17][C:16]2[C:11](=[CH:12][CH:13]=[CH:14][CH:15]=2)[CH:10]=1)[CH2:3][C:4]([O:6][CH3:7])=[O:5]. The catalyst class is: 343. (5) Reactant: [O:1]=[C:2]([C:9]1[CH:14]=[C:13]([F:15])[C:12]([F:16])=[C:11]([F:17])[C:10]=1[F:18])[CH2:3][C:4]([O:6][CH2:7][CH3:8])=[O:5].[CH3:19]C(OC(C)=O)=O.C(OCC)(OCC)OCC.[NH2:36][C:37]1([CH2:42][CH2:43][OH:44])[CH2:41][CH2:40][CH2:39][CH2:38]1. Product: [OH:44][CH2:43][CH2:42][C:37]1([NH:36][CH:19]=[C:3]([C:2](=[O:1])[C:9]2[CH:14]=[C:13]([F:15])[C:12]([F:16])=[C:11]([F:17])[C:10]=2[F:18])[C:4]([O:6][CH2:7][CH3:8])=[O:5])[CH2:41][CH2:40][CH2:39][CH2:38]1. The catalyst class is: 11.